Dataset: NCI-60 drug combinations with 297,098 pairs across 59 cell lines. Task: Regression. Given two drug SMILES strings and cell line genomic features, predict the synergy score measuring deviation from expected non-interaction effect. Drug 1: C1=CC(=CC=C1CC(C(=O)O)N)N(CCCl)CCCl.Cl. Drug 2: CCCCCOC(=O)NC1=NC(=O)N(C=C1F)C2C(C(C(O2)C)O)O. Cell line: NCI-H226. Synergy scores: CSS=10.7, Synergy_ZIP=-2.23, Synergy_Bliss=2.85, Synergy_Loewe=-0.495, Synergy_HSA=1.63.